From a dataset of NCI-60 drug combinations with 297,098 pairs across 59 cell lines. Regression. Given two drug SMILES strings and cell line genomic features, predict the synergy score measuring deviation from expected non-interaction effect. (1) Drug 1: CC1=C2C(C(=O)C3(C(CC4C(C3C(C(C2(C)C)(CC1OC(=O)C(C(C5=CC=CC=C5)NC(=O)OC(C)(C)C)O)O)OC(=O)C6=CC=CC=C6)(CO4)OC(=O)C)OC)C)OC. Drug 2: CS(=O)(=O)CCNCC1=CC=C(O1)C2=CC3=C(C=C2)N=CN=C3NC4=CC(=C(C=C4)OCC5=CC(=CC=C5)F)Cl. Cell line: OVCAR3. Synergy scores: CSS=66.3, Synergy_ZIP=5.40, Synergy_Bliss=5.52, Synergy_Loewe=-15.2, Synergy_HSA=6.19. (2) Drug 1: CC1=CC=C(C=C1)C2=CC(=NN2C3=CC=C(C=C3)S(=O)(=O)N)C(F)(F)F. Drug 2: B(C(CC(C)C)NC(=O)C(CC1=CC=CC=C1)NC(=O)C2=NC=CN=C2)(O)O. Cell line: NCI/ADR-RES. Synergy scores: CSS=3.90, Synergy_ZIP=-11.0, Synergy_Bliss=-7.97, Synergy_Loewe=-21.0, Synergy_HSA=-7.41. (3) Drug 1: CC1=C(C=C(C=C1)C(=O)NC2=CC(=CC(=C2)C(F)(F)F)N3C=C(N=C3)C)NC4=NC=CC(=N4)C5=CN=CC=C5. Drug 2: C(CC(=O)O)C(=O)CN.Cl. Cell line: SK-MEL-28. Synergy scores: CSS=15.8, Synergy_ZIP=0.725, Synergy_Bliss=-2.71, Synergy_Loewe=1.29, Synergy_HSA=-0.486. (4) Drug 1: CC1=C2C(C(=O)C3(C(CC4C(C3C(C(C2(C)C)(CC1OC(=O)C(C(C5=CC=CC=C5)NC(=O)C6=CC=CC=C6)O)O)OC(=O)C7=CC=CC=C7)(CO4)OC(=O)C)O)C)OC(=O)C. Drug 2: CN(C(=O)NC(C=O)C(C(C(CO)O)O)O)N=O. Cell line: BT-549. Synergy scores: CSS=53.9, Synergy_ZIP=14.8, Synergy_Bliss=13.5, Synergy_Loewe=12.9, Synergy_HSA=13.1. (5) Drug 1: COC1=CC(=CC(=C1O)OC)C2C3C(COC3=O)C(C4=CC5=C(C=C24)OCO5)OC6C(C(C7C(O6)COC(O7)C8=CC=CS8)O)O. Drug 2: C1CC(C1)(C(=O)O)C(=O)O.[NH2-].[NH2-].[Pt+2]. Cell line: HOP-62. Synergy scores: CSS=43.7, Synergy_ZIP=0.584, Synergy_Bliss=0.593, Synergy_Loewe=-16.2, Synergy_HSA=2.99. (6) Drug 1: C1=CC(=CC=C1CC(C(=O)O)N)N(CCCl)CCCl.Cl. Drug 2: CN(CC1=CN=C2C(=N1)C(=NC(=N2)N)N)C3=CC=C(C=C3)C(=O)NC(CCC(=O)O)C(=O)O. Cell line: TK-10. Synergy scores: CSS=29.2, Synergy_ZIP=2.38, Synergy_Bliss=3.61, Synergy_Loewe=-21.9, Synergy_HSA=-0.318. (7) Drug 1: CCC1(CC2CC(C3=C(CCN(C2)C1)C4=CC=CC=C4N3)(C5=C(C=C6C(=C5)C78CCN9C7C(C=CC9)(C(C(C8N6C=O)(C(=O)OC)O)OC(=O)C)CC)OC)C(=O)OC)O.OS(=O)(=O)O. Drug 2: C1CN1C2=NC(=NC(=N2)N3CC3)N4CC4. Cell line: RPMI-8226. Synergy scores: CSS=51.7, Synergy_ZIP=-2.35, Synergy_Bliss=-3.67, Synergy_Loewe=-2.10, Synergy_HSA=-1.33.